Dataset: Reaction yield outcomes from USPTO patents with 853,638 reactions. Task: Predict the reaction yield, written as a fraction of the theoretical maximum amount of product (1.0 means a 100% yield; for example, 0.34 means a 34% yield). (1) The reactants are [Cl:1][C:2]1[CH:8]=[C:7]([O:9][C:10]2[C:19]3[C:14](=[CH:15][C:16]([O:22][CH3:23])=[C:17]([O:20][CH3:21])[CH:18]=3)[N:13]=[CH:12][N:11]=2)[CH:6]=[CH:5][C:3]=1[NH2:4].Cl[C:25](Cl)([O:27]C(=O)OC(Cl)(Cl)Cl)Cl.[CH3:36][CH2:37][CH:38]([OH:41])[CH2:39][CH3:40].C(=O)(O)[O-].[Na+]. The catalyst is C(Cl)Cl.C(N(CC)CC)C.C1(C)C=CC=CC=1. The product is [Cl:1][C:2]1[CH:8]=[C:7]([O:9][C:10]2[C:19]3[C:14](=[CH:15][C:16]([O:22][CH3:23])=[C:17]([O:20][CH3:21])[CH:18]=3)[N:13]=[CH:12][N:11]=2)[CH:6]=[CH:5][C:3]=1[NH:4][C:25](=[O:27])[O:41][CH:38]([CH2:39][CH3:40])[CH2:37][CH3:36]. The yield is 0.630. (2) The reactants are [Cl:1][C:2]1[N:3]=[C:4]([C:9]([NH:11][C@H:12]2[CH2:17][CH2:16][N:15]([C:18]3[S:19][C:20]([C:26]([O:28][CH2:29][CH3:30])=[O:27])=[C:21]([C:23](O)=[O:24])[N:22]=3)[CH2:14][C@H:13]2[O:31][CH2:32][CH3:33])=[O:10])[NH:5][C:6]=1[CH2:7][CH3:8].[CH3:34][O:35][CH2:36][CH2:37][NH2:38].CCN=C=NCCCN(C)C.Cl.C1C=CC2N(O)N=NC=2C=1. No catalyst specified. The product is [Cl:1][C:2]1[N:3]=[C:4]([C:9]([NH:11][C@H:12]2[CH2:17][CH2:16][N:15]([C:18]3[S:19][C:20]([C:26]([O:28][CH2:29][CH3:30])=[O:27])=[C:21]([C:23](=[O:24])[NH:38][CH2:37][CH2:36][O:35][CH3:34])[N:22]=3)[CH2:14][C@H:13]2[O:31][CH2:32][CH3:33])=[O:10])[NH:5][C:6]=1[CH2:7][CH3:8]. The yield is 0.710. (3) The reactants are C(N(S(F)(F)[F:7])CC)C.[F:10][C:11]([F:33])([F:32])[C:12]1[N:16]2[N:17]=[C:18]([N:21]3[CH2:26][CH2:25][CH:24]([CH2:27][O:28][CH2:29][CH2:30]O)[CH2:23][CH2:22]3)[CH:19]=[CH:20][C:15]2=[N:14][N:13]=1. The catalyst is C(Cl)Cl. The product is [F:7][CH2:30][CH2:29][O:28][CH2:27][CH:24]1[CH2:25][CH2:26][N:21]([C:18]2[CH:19]=[CH:20][C:15]3[N:16]([C:12]([C:11]([F:33])([F:32])[F:10])=[N:13][N:14]=3)[N:17]=2)[CH2:22][CH2:23]1. The yield is 0.210. (4) The reactants are C([O:5][C:6](=[O:27])/[CH:7]=[CH:8]/[C:9]1[CH:26]=[N:25][C:12]2[NH:13][C:14](=[O:24])[N:15]([CH2:17][CH2:18][C:19]([O:21][CH2:22][CH3:23])=[O:20])[CH2:16][C:11]=2[CH:10]=1)(C)(C)C.C(OC(=O)/C=C/C1C=NC2NC(=O)N(CCN(C)C)CC=2C=1)(C)(C)C. No catalyst specified. The product is [CH2:22]([O:21][C:19]([CH2:18][CH2:17][N:15]1[CH2:16][C:11]2[CH:10]=[C:9](/[CH:8]=[CH:7]/[C:6]([OH:27])=[O:5])[CH:26]=[N:25][C:12]=2[NH:13][C:14]1=[O:24])=[O:20])[CH3:23]. The yield is 0.440. (5) The reactants are [C:1]([O:5][C:6](=[O:22])[NH:7][C:8]1[CH:13]=[CH:12][CH:11]=[C:10]([NH:14][CH:15]2[CH2:20][CH2:19][N:18]([CH3:21])[CH2:17][CH2:16]2)[CH:9]=1)([CH3:4])([CH3:3])[CH3:2].C=O.[C:25](O)(=O)C.C([BH3-])#N.[Na+]. The catalyst is CO. The product is [C:1]([O:5][C:6](=[O:22])[NH:7][C:8]1[CH:13]=[CH:12][CH:11]=[C:10]([N:14]([CH3:25])[CH:15]2[CH2:20][CH2:19][N:18]([CH3:21])[CH2:17][CH2:16]2)[CH:9]=1)([CH3:4])([CH3:3])[CH3:2]. The yield is 0.820. (6) The reactants are [H-].[Na+].[CH2:3]([O:10][C:11]1[CH:12]=[C:13]2[C:17](=[CH:18][CH:19]=1)[NH:16][CH:15]=[CH:14]2)[C:4]1[CH:9]=[CH:8][CH:7]=[CH:6][CH:5]=1.Br[CH:21]([CH2:23][CH2:24][CH3:25])[CH3:22]. No catalyst specified. The product is [CH2:3]([O:10][C:11]1[CH:12]=[C:13]2[C:17](=[CH:18][CH:19]=1)[N:16]([CH:21]([CH2:23][CH2:24][CH3:25])[CH3:22])[CH:15]=[CH:14]2)[C:4]1[CH:5]=[CH:6][CH:7]=[CH:8][CH:9]=1. The yield is 0.300. (7) The reactants are Br[C:2]1[CH:3]=[CH:4][C:5]2[N:6]([C:8]([C:11]#[N:12])=[CH:9][N:10]=2)[CH:7]=1.[CH2:13](C([SnH3])=C(CCCC)CCCC)[CH2:14]CC. The catalyst is C1C=CC([P]([Pd]([P](C2C=CC=CC=2)(C2C=CC=CC=2)C2C=CC=CC=2)([P](C2C=CC=CC=2)(C2C=CC=CC=2)C2C=CC=CC=2)[P](C2C=CC=CC=2)(C2C=CC=CC=2)C2C=CC=CC=2)(C2C=CC=CC=2)C2C=CC=CC=2)=CC=1.O1CCOCC1. The product is [CH:13]([C:2]1[CH:3]=[CH:4][C:5]2[N:6]([C:8]([C:11]#[N:12])=[CH:9][N:10]=2)[CH:7]=1)=[CH2:14]. The yield is 0.850.